Dataset: Catalyst prediction with 721,799 reactions and 888 catalyst types from USPTO. Task: Predict which catalyst facilitates the given reaction. The catalyst class is: 19. Product: [CH2:1]([C:3]1[S:4][C:5]([C:8]([O:10][CH2:11][CH3:12])=[O:9])=[CH:6][N:7]=1)[CH3:2]. Reactant: [CH:1]([C:3]1[S:4][C:5]([C:8]([O:10][CH2:11][CH3:12])=[O:9])=[CH:6][N:7]=1)=[CH2:2].[H][H].